This data is from Reaction yield outcomes from USPTO patents with 853,638 reactions. The task is: Predict the reaction yield, written as a fraction of the theoretical maximum amount of product (1.0 means a 100% yield; for example, 0.34 means a 34% yield). The reactants are Cl[C:2]1[N:6]2[CH:7]=[C:8]([F:11])[CH:9]=[CH:10][C:5]2=[N:4][N:3]=1.[CH3:12][C:13]1([OH:19])[CH2:18][CH2:17][NH:16][CH2:15][CH2:14]1.N. The catalyst is CN1C(=O)CCC1.CO.C(Cl)Cl. The product is [F:11][C:8]1[CH:9]=[CH:10][C:5]2[N:6]([C:2]([N:16]3[CH2:17][CH2:18][C:13]([CH3:12])([OH:19])[CH2:14][CH2:15]3)=[N:3][N:4]=2)[CH:7]=1. The yield is 0.320.